Dataset: Reaction yield outcomes from USPTO patents with 853,638 reactions. Task: Predict the reaction yield, written as a fraction of the theoretical maximum amount of product (1.0 means a 100% yield; for example, 0.34 means a 34% yield). (1) The reactants are [NH:1]1[C:9]2[C:4](=[C:5]([C:10]3[CH:11]=[C:12]([CH:17]=[CH:18][CH:19]=3)[O:13][CH2:14][CH2:15][OH:16])[CH:6]=[CH:7][CH:8]=2)[CH:3]=[CH:2]1.C([OH:22])C.C(O)(=O)C.[Br-].[Br-].[Br-].[NH+]1C=CC=CC=1.[NH+]1C=CC=CC=1.[NH+]1C=CC=CC=1. The catalyst is CC(O)(C)C.[Zn].O. The product is [OH:16][CH2:15][CH2:14][O:13][C:12]1[CH:11]=[C:10]([C:5]2[CH:6]=[CH:7][CH:8]=[C:9]3[C:4]=2[CH2:3][C:2](=[O:22])[NH:1]3)[CH:19]=[CH:18][CH:17]=1. The yield is 0.320. (2) The reactants are [CH2:1]([O:3][C:4]1[CH:5]=[C:6]([CH:10]=[CH:11][C:12]=1[O:13][CH2:14][CH3:15])[C:7]([OH:9])=O)[CH3:2].CC[N:18]=[C:19]=[N:20]CCCN(C)C.[CH:27]1[CH:28]=[CH:29][C:30]2N(O)N=[N:33][C:31]=2[CH:32]=1.[O:37]1CCO[CH2:39][CH2:38]1. No catalyst specified. The product is [CH2:1]([O:3][C:4]1[CH:5]=[C:6]([C:7]2[O:9][N:18]=[C:19]([C:27]3[CH:32]=[C:31]4[C:30]([CH2:39][C:38](=[O:37])[NH:33]4)=[CH:29][CH:28]=3)[N:20]=2)[CH:10]=[CH:11][C:12]=1[O:13][CH2:14][CH3:15])[CH3:2]. The yield is 0.500. (3) The reactants are [CH3:1][C:2]1[O:6][N:5]=[C:4]([C:7]2[CH:12]=[CH:11][CH:10]=[CH:9][CH:8]=2)[C:3]=1[CH2:13][O:14][C:15]1[N:20]=[CH:19][C:18]([C:21]([NH:23][CH:24]2[CH2:29][CH2:28][CH2:27][N:26]([CH2:30][C:31]([OH:33])=O)[CH2:25]2)=[O:22])=[CH:17][CH:16]=1.[NH2:34][CH:35]1[CH2:40][CH2:39][O:38][CH2:37][CH2:36]1. No catalyst specified. The product is [CH3:1][C:2]1[O:6][N:5]=[C:4]([C:7]2[CH:8]=[CH:9][CH:10]=[CH:11][CH:12]=2)[C:3]=1[CH2:13][O:14][C:15]1[CH:16]=[CH:17][C:18]([C:21]([NH:23][CH:24]2[CH2:29][CH2:28][CH2:27][N:26]([CH2:30][C:31](=[O:33])[NH:34][CH:35]3[CH2:40][CH2:39][O:38][CH2:37][CH2:36]3)[CH2:25]2)=[O:22])=[CH:19][N:20]=1. The yield is 0.740.